Dataset: Catalyst prediction with 721,799 reactions and 888 catalyst types from USPTO. Task: Predict which catalyst facilitates the given reaction. (1) Reactant: C[N:2]1[C:6](C(O)=O)=[C:5]([C:10]2[CH:15]=[CH:14][CH:13]=[CH:12][CH:11]=2)[N:4]=[C:3]1[C:16]1[CH:17]=[N:18][CH:19]=[CH:20][CH:21]=1.C(N(CC)CC)C.C1([C@@H](N)CC)C=CC=CC=1.O. Product: [C:10]1([C:5]2[N:4]=[C:3]([C:16]3[CH:17]=[N:18][CH:19]=[CH:20][CH:21]=3)[NH:2][CH:6]=2)[CH:11]=[CH:12][CH:13]=[CH:14][CH:15]=1. The catalyst class is: 4. (2) Reactant: I[C:2]1[CH:14]=[C:13]2[C:5]([C:6]3[CH:7]=[CH:8][C:9]([C:31]4[CH:43]=[CH:42][C:41]5[C:40]6[C:35](=[CH:36][C:37]([C:44]7[CH:45]=[C:46]8[C:71](=[CH:72][CH:73]=7)[C:49]7=[CH:50][C:51]([CH2:66][CH:67]([CH3:70])[CH2:68][CH3:69])([CH2:61][CH:62]([CH3:65])[CH2:63][CH3:64])[C:52]9[C:60]([CH:59]=[C:58]%10[C:53]=9[CH:54]=[CH:55][CH:56]=[CH:57]%10)=[C:48]7[C:47]8([CH2:79][CH:80]([CH3:83])[CH2:81][CH3:82])[CH2:74][CH:75]([CH3:78])[CH2:76][CH3:77])=[CH:38][CH:39]=6)[C:34]([CH2:89][CH:90]([CH3:93])[CH2:91][CH3:92])([CH2:84][CH:85]([CH3:88])[CH2:86][CH3:87])[C:33]=5[CH:32]=4)=[CH:10][C:11]=3[C:12]2([CH2:23][CH:24]([CH2:29][CH3:30])[CH2:25][CH2:26][CH2:27][CH3:28])[CH2:15][CH:16]([CH2:21][CH3:22])[CH2:17][CH2:18][CH2:19][CH3:20])=[CH:4][CH:3]=1.[S:94]1[CH:98]=[CH:97][CH:96]=[C:95]1[Mg]Br. Product: [CH3:70][CH:67]([CH2:68][CH3:69])[CH2:66][C:51]1([CH2:61][CH:62]([CH3:65])[CH2:63][CH3:64])[CH:50]=[C:49]2[C:71]3[C:46]([C:47]([CH2:79][CH:80]([CH3:83])[CH2:81][CH3:82])([CH2:74][CH:75]([CH3:78])[CH2:76][CH3:77])[C:48]2=[C:60]2[C:52]1=[C:53]1[C:58](=[CH:59]2)[CH:57]=[CH:56][CH:55]=[CH:54]1)=[CH:45][C:44]([C:37]1[CH:36]=[C:35]2[C:40]([C:41]4[CH:42]=[CH:43][C:31]([C:9]5[CH:10]=[C:11]6[C:6]([C:5]7[CH:4]=[CH:3][C:2]([C:95]8[S:94][CH:98]=[CH:97][CH:96]=8)=[CH:14][C:13]=7[C:12]6([CH2:15][CH:16]([CH2:21][CH3:22])[CH2:17][CH2:18][CH2:19][CH3:20])[CH2:23][CH:24]([CH2:29][CH3:30])[CH2:25][CH2:26][CH2:27][CH3:28])=[CH:7][CH:8]=5)=[CH:32][C:33]=4[C:34]2([CH2:89][CH:90]([CH3:93])[CH2:91][CH3:92])[CH2:84][CH:85]([CH3:88])[CH2:86][CH3:87])=[CH:39][CH:38]=1)=[CH:73][CH:72]=3. The catalyst class is: 140. (3) Reactant: [C:1]([OH:20])(=[O:19])[CH2:2][CH2:3][CH2:4][CH2:5][CH2:6][CH2:7][CH2:8]/[CH:9]=[CH:10]\[CH2:11]/[CH:12]=[CH:13]\[CH2:14][CH2:15][CH2:16][CH2:17][CH3:18].[Br:21]N1C(=O)CCC1=O.CC(N=NC(C#N)(C)C)(C#N)C.C1(=O)NC(=O)CC1. Product: [Br:21][CH:11](/[CH:12]=[CH:13]\[CH2:14][CH2:15][CH2:16][CH2:17][CH3:18])/[CH:10]=[CH:9]\[CH2:8][CH2:7][CH2:6][CH2:5][CH2:4][CH2:3][CH2:2][C:1]([OH:20])=[O:19]. The catalyst class is: 53. (4) Reactant: [Br:1][C:2]1[S:6][C:5]([C:7]([C@H:9]2[CH2:14][CH2:13][C@H:12]([C:15]([O:17][CH2:18][CH3:19])=[O:16])[CH2:11][CH2:10]2)=O)=[N:4][CH:3]=1.C([BH3-])#[N:21].[Na+].C([O-])(=O)C.[NH4+].C1COCC1. Product: [NH2:21][CH:7]([C:5]1[S:6][C:2]([Br:1])=[CH:3][N:4]=1)[C@H:9]1[CH2:14][CH2:13][C@H:12]([C:15]([O:17][CH2:18][CH3:19])=[O:16])[CH2:11][CH2:10]1. The catalyst class is: 513. (5) Reactant: [NH2:1][C:2]1[N:6]([CH:7]2[CH2:9][CH2:8]2)[N:5]=[CH:4][C:3]=1[C:10]1[C:11]([O:26][CH:27]2[CH2:30][CH2:29][CH2:28]2)=[C:12]2[C:17](=[CH:18][CH:19]=1)[N:16]([C:20]([CH:22]1[CH2:24][CH2:23]1)=[O:21])[C@@H:15]([CH3:25])[CH2:14][CH2:13]2.[OH-].[Na+].[CH3:33][S:34](Cl)(=[O:36])=[O:35].Cl. Product: [CH:27]1([O:26][C:11]2[C:10]([C:3]3[CH:4]=[N:5][N:6]([CH:7]4[CH2:9][CH2:8]4)[C:2]=3[NH:1][S:34]([CH3:33])(=[O:36])=[O:35])=[CH:19][CH:18]=[C:17]3[C:12]=2[CH2:13][CH2:14][C@H:15]([CH3:25])[N:16]3[C:20]([CH:22]2[CH2:24][CH2:23]2)=[O:21])[CH2:28][CH2:29][CH2:30]1. The catalyst class is: 12. (6) Product: [CH3:36][NH:37][C:3]([C:5]1([CH3:31])[CH2:9][CH2:8][N:7]([C:10]2[CH:15]=[CH:14][CH:13]=[C:12]([C:16]3[N:17]=[C:18]4[C:24]([C:25](=[O:30])[C:26]([CH3:27])([CH3:29])[CH3:28])=[CH:23][NH:22][C:19]4=[N:20][CH:21]=3)[CH:11]=2)[CH2:6]1)=[O:4]. Reactant: CO[C:3]([C:5]1([CH3:31])[CH2:9][CH2:8][N:7]([C:10]2[CH:15]=[CH:14][CH:13]=[C:12]([C:16]3[N:17]=[C:18]4[C:24]([C:25](=[O:30])[C:26]([CH3:29])([CH3:28])[CH3:27])=[CH:23][NH:22][C:19]4=[N:20][CH:21]=3)[CH:11]=2)[CH2:6]1)=[O:4].[OH-].[K+].C(C1NC=CN=1)([C:36]1[NH:37]C=CN=1)=O.CN. The catalyst class is: 405. (7) Reactant: [BH-](OC(C)=O)(OC(C)=O)OC(C)=O.[Na+].[NH2:15][CH2:16][C@@H:17]([NH:26][C:27]1[CH:32]=[CH:31][C:30]([C:33]#[N:34])=[C:29]([Cl:35])[CH:28]=1)[CH2:18][C:19]([O:21][C:22]([CH3:25])([CH3:24])[CH3:23])=[O:20].[CH3:36][C:37]([CH3:41])([CH3:40])[CH:38]=O. Product: [Cl:35][C:29]1[CH:28]=[C:27]([NH:26][C@H:17]([CH2:16][NH:15][CH2:36][C:37]([CH3:41])([CH3:40])[CH3:38])[CH2:18][C:19]([O:21][C:22]([CH3:24])([CH3:23])[CH3:25])=[O:20])[CH:32]=[CH:31][C:30]=1[C:33]#[N:34]. The catalyst class is: 2. (8) Reactant: [CH2:1]([O:8][C:9]1[CH:10]=[C:11]([C:15]2[C:16]([NH2:26])=[N:17][NH:18][C:19]=2[C:20]2[CH:25]=[CH:24][N:23]=[CH:22][CH:21]=2)[CH:12]=[CH:13][CH:14]=1)[C:2]1[CH:7]=[CH:6][CH:5]=[CH:4][CH:3]=1.[N:27]([O-])=O.[Na+].Cl.[CH2:32]([O:34][C:35](=[O:45])[CH2:36][C:37]([CH:39]1[CH2:44][CH2:43][CH2:42][CH2:41][CH2:40]1)=O)[CH3:33].C([O-])(=O)C.[Na+]. Product: [CH2:1]([O:8][C:9]1[CH:10]=[C:11]([C:15]2[C:19]([C:20]3[CH:21]=[CH:22][N:23]=[CH:24][CH:25]=3)=[N:18][N:17]3[C:37]([CH:39]4[CH2:44][CH2:43][CH2:42][CH2:41][CH2:40]4)=[C:36]([C:35]([O:34][CH2:32][CH3:33])=[O:45])[N:27]=[N:26][C:16]=23)[CH:12]=[CH:13][CH:14]=1)[C:2]1[CH:7]=[CH:6][CH:5]=[CH:4][CH:3]=1. The catalyst class is: 97. (9) Product: [CH3:32][N:31]1[C:30](=[O:33])[CH2:29][CH2:28][C@H:27]1[CH2:26][C:1]#[N:2]. The catalyst class is: 23. Reactant: [C-:1]#[N:2].[K+].[C-]#N.[Na+].C1OCCOCCOCCOCCOCCOC1.Br[CH2:26][C@H:27]1[N:31]([CH3:32])[C:30](=[O:33])[CH2:29][CH2:28]1. (10) Reactant: [CH:1]1[C:10]2[C:5](=[CH:6][CH:7]=[CH:8][CH:9]=2)[C:4]([C:11]2[CH:20]=[N:19][C:14]3[O:15][CH2:16][CH2:17][NH:18][C:13]=3[CH:12]=2)=[CH:3][N:2]=1.[Br:21][C:22]1[CH:23]=[C:24]([CH:28]=[C:29]([Br:33])[C:30]=1[O:31][CH3:32])[C:25](Cl)=[O:26].C(N(CC)CC)C.Cl. Product: [Br:21][C:22]1[CH:23]=[C:24]([C:25]([N:18]2[CH2:17][CH2:16][O:15][C:14]3[N:19]=[CH:20][C:11]([C:4]4[C:5]5[C:10](=[CH:9][CH:8]=[CH:7][CH:6]=5)[CH:1]=[N:2][CH:3]=4)=[CH:12][C:13]2=3)=[O:26])[CH:28]=[C:29]([Br:33])[C:30]=1[O:31][CH3:32]. The catalyst class is: 4.